From a dataset of Reaction yield outcomes from USPTO patents with 853,638 reactions. Predict the reaction yield, written as a fraction of the theoretical maximum amount of product (1.0 means a 100% yield; for example, 0.34 means a 34% yield). (1) The reactants are [CH3:1][O:2][C:3](=[O:21])[NH:4][C@@H:5]1[C:14]2[C:9](=[CH:10][CH:11]=[C:12]([C:15]([F:18])([F:17])[F:16])[CH:13]=2)[NH:8][C@H:7]([CH2:19][CH3:20])[CH2:6]1.N1C=CC=CC=1.Cl[C:29]([O:31][CH2:32][CH3:33])=[O:30]. The catalyst is C(Cl)Cl. The product is [CH2:32]([O:31][C:29]([N:8]1[C:9]2[C:14](=[CH:13][C:12]([C:15]([F:16])([F:17])[F:18])=[CH:11][CH:10]=2)[C@@H:5]([NH:4][C:3]([O:2][CH3:1])=[O:21])[CH2:6][C@H:7]1[CH2:19][CH3:20])=[O:30])[CH3:33]. The yield is 0.880. (2) The reactants are [CH2:1]([NH:3][C:4](=[O:21])[C@H:5]([NH:9][C:10](=[O:20])[C:11]1[CH:16]=[CH:15][C:14]([C:17]#[CH:18])=[CH:13][C:12]=1[OH:19])[C@@H:6](O)[CH3:7])[CH3:2].O=S(Cl)Cl. The catalyst is C(Cl)Cl.C(Cl)(Cl)Cl. The product is [CH2:1]([NH:3][C:4]([C@H:5]1[C@@H:6]([CH3:7])[O:20][C:10]([C:11]2[CH:16]=[CH:15][C:14]([C:17]#[CH:18])=[CH:13][C:12]=2[OH:19])=[N:9]1)=[O:21])[CH3:2]. The yield is 0.641. (3) The reactants are [F:1][C:2]([F:14])([F:13])[C:3]1[CH:8]=[CH:7][C:6]([CH2:9][C:10]([OH:12])=O)=[CH:5][CH:4]=1.C(N1C=CN=C1)(N1C=CN=C1)=O.Cl.[NH2:28][CH2:29][C:30]1[CH:39]=[CH:38][CH:37]=[C:36]2[C:31]=1[C:32](=[O:49])[N:33]([CH:41]1[CH2:46][CH2:45][C:44](=[O:47])[NH:43][C:42]1=[O:48])[C:34]([CH3:40])=[N:35]2. The catalyst is CN(C=O)C. The product is [O:48]=[C:42]1[CH:41]([N:33]2[C:32](=[O:49])[C:31]3[C:36](=[CH:37][CH:38]=[CH:39][C:30]=3[CH2:29][NH:28][C:10](=[O:12])[CH2:9][C:6]3[CH:5]=[CH:4][C:3]([C:2]([F:1])([F:14])[F:13])=[CH:8][CH:7]=3)[N:35]=[C:34]2[CH3:40])[CH2:46][CH2:45][C:44](=[O:47])[NH:43]1. The yield is 0.740. (4) The reactants are [C:1]([O:5][C:6](=[O:18])[NH:7][C@H:8]([CH2:16]O)[CH2:9][CH:10]1[CH2:15][CH2:14][CH2:13][CH2:12][CH2:11]1)([CH3:4])([CH3:3])[CH3:2].[C:19]1(=[O:29])[NH:23][C:22](=[O:24])[C:21]2=[CH:25][CH:26]=[CH:27][CH:28]=[C:20]12.C1(P(C2C=CC=CC=2)C2C=CC=CC=2)C=CC=CC=1.N(C(OC(C)C)=O)=NC(OC(C)C)=O.O1CCCC1. No catalyst specified. The product is [CH:10]1([CH2:9][C@H:8]([NH:7][C:6](=[O:18])[O:5][C:1]([CH3:4])([CH3:3])[CH3:2])[CH2:16][N:23]2[C:19](=[O:29])[C:20]3[C:21](=[CH:25][CH:26]=[CH:27][CH:28]=3)[C:22]2=[O:24])[CH2:15][CH2:14][CH2:13][CH2:12][CH2:11]1. The yield is 0.560. (5) The reactants are Br[C:2]1[N:6]2[N:7]=[C:8]([NH:11][CH2:12][CH2:13][CH2:14][O:15][CH3:16])[CH:9]=[CH:10][C:5]2=[N:4][CH:3]=1.[CH:17](/B(O)O)=[CH:18]\[CH2:19][CH2:20][CH2:21][CH3:22].[ClH:26]. The catalyst is CCOCC. The product is [ClH:26].[CH:17](/[C:2]1[N:6]2[N:7]=[C:8]([NH:11][CH2:12][CH2:13][CH2:14][O:15][CH3:16])[CH:9]=[CH:10][C:5]2=[N:4][CH:3]=1)=[CH:18]\[CH2:19][CH2:20][CH2:21][CH3:22]. The yield is 0.540. (6) The reactants are Br[C:2]1[C:3]([NH2:10])=[N:4][C:5]([Cl:9])=[C:6]([Br:8])[N:7]=1.[OH-].[Na+].[OH:13][CH2:14][C@@H:15]1[CH2:19][CH2:18][N:17]([C:20]([O:22][C:23]([CH3:26])([CH3:25])[CH3:24])=[O:21])[CH2:16]1. The catalyst is O1CCOCC1. The product is [NH2:10][C:3]1[C:2]([O:13][CH2:14][C@@H:15]2[CH2:19][CH2:18][N:17]([C:20]([O:22][C:23]([CH3:26])([CH3:25])[CH3:24])=[O:21])[CH2:16]2)=[N:7][C:6]([Br:8])=[C:5]([Cl:9])[N:4]=1. The yield is 0.390.